Task: Predict the product of the given reaction.. Dataset: Forward reaction prediction with 1.9M reactions from USPTO patents (1976-2016) (1) Given the reactants F.CCN([C:7]1[CH:12]=[CH:11][C:10]2[C:13]3([C:23]4[C:28](O[C:9]=2[CH:8]=1)=[CH:27][C:26](C)=[C:25](Cl)[CH:24]=4)OC(=O)[C:19]1[C:14]3=[CH:15][CH:16]=[CH:17][CH:18]=1)CC.C(N(CC)C(CCC(C)C(N(F)C1C=CC=CC=1)C)CC)C.C(N(CC)C(CCC(C)C(NF)C)CC)C, predict the reaction product. The product is: [C:10]1([CH:13]([C:14]2[CH:15]=[CH:16][CH:17]=[CH:18][CH:19]=2)[C:23]2[CH:24]=[CH:25][CH:26]=[CH:27][CH:28]=2)[CH:9]=[CH:8][CH:7]=[CH:12][CH:11]=1. (2) Given the reactants [Cl:1][C:2]1[CH:7]=[CH:6][C:5]([NH2:8])=[CH:4][CH:3]=1.[OH-].[K+].Cl[C:12]1C=CC([N+]#[C-])=C[CH:13]=1.[OH:20][C:21]1[C:22](=[O:32])[C:23]2[C:28]([C:29](=[O:31])[CH:30]=1)=[CH:27][CH:26]=[CH:25][CH:24]=2.C=O, predict the reaction product. The product is: [Cl:1][C:2]1[CH:7]=[CH:6][C:5]([NH:8][C:12]2[O:20][C:21]3[C:22](=[O:32])[C:23]4[C:28]([C:29](=[O:31])[C:30]=3[CH:13]=2)=[CH:27][CH:26]=[CH:25][CH:24]=4)=[CH:4][CH:3]=1. (3) Given the reactants [NH2:1][C:2]1[S:3][CH:4]=[C:5]([CH2:7][C:8]([O:10][CH2:11][CH3:12])=[O:9])[N:6]=1.[Cl:13][C:14]1[S:18][C:17]([S:19](Cl)(=[O:21])=[O:20])=[CH:16][CH:15]=1, predict the reaction product. The product is: [Cl:13][C:14]1[S:18][C:17]([S:19]([NH:1][C:2]2[S:3][CH:4]=[C:5]([CH2:7][C:8]([O:10][CH2:11][CH3:12])=[O:9])[N:6]=2)(=[O:21])=[O:20])=[CH:16][CH:15]=1. (4) Given the reactants [F:1][C:2]1[CH:7]=[CH:6][C:5]([N+:8]([O-:10])=[O:9])=[CH:4][C:3]=1[S:11](Cl)(=[O:13])=[O:12].Cl.CN.C[CH2:19][N:20](CC)CC.Cl, predict the reaction product. The product is: [F:1][C:2]1[CH:7]=[CH:6][C:5]([N+:8]([O-:10])=[O:9])=[CH:4][C:3]=1[S:11]([NH:20][CH3:19])(=[O:13])=[O:12]. (5) Given the reactants [NH2:1][CH2:2][CH2:3][O:4][CH2:5][O:6][CH2:7][CH2:8][CH2:9][NH2:10].[C:11]([O:15][C:16](O[C:16]([O:15][C:11]([CH3:14])([CH3:13])[CH3:12])=[O:17])=[O:17])([CH3:14])([CH3:13])[CH3:12], predict the reaction product. The product is: [NH2:1][CH2:2][CH2:3][O:4][CH2:5][O:6][CH2:7][CH2:8][CH2:9][NH:10][C:16]([O:15][C:11]([CH3:14])([CH3:13])[CH3:12])=[O:17]. (6) Given the reactants [F:1][C:2]1[CH:3]=[C:4]([CH:34]=[CH:35][C:36]=1[OH:37])[C:5]([CH2:7][NH:8][C:9]1[CH:14]=[C:13]([O:15][CH3:16])[CH:12]=[CH:11][C:10]=1[C@@H:17]1[CH2:26][CH2:25][C:24]2[CH:23]=[C:22]([O:27]C(=O)C(C)(C)C)[CH:21]=[CH:20][C:19]=2[CH2:18]1)=O.Cl[CH2:39][C:40]([N:42]1[CH2:47][CH2:46][CH2:45][CH2:44][CH2:43]1)=O, predict the reaction product. The product is: [F:1][C:2]1[CH:3]=[C:4]([CH:34]=[CH:35][C:36]=1[O:37][CH2:39][CH2:40][N:42]1[CH2:47][CH2:46][CH2:45][CH2:44][CH2:43]1)[CH2:5][CH2:7][NH:8][C:9]1[CH:14]=[C:13]([O:15][CH3:16])[CH:12]=[CH:11][C:10]=1[C@@H:17]1[CH2:26][CH2:25][C:24]2[CH:23]=[C:22]([OH:27])[CH:21]=[CH:20][C:19]=2[CH2:18]1.